This data is from Peptide-MHC class I binding affinity with 185,985 pairs from IEDB/IMGT. The task is: Regression. Given a peptide amino acid sequence and an MHC pseudo amino acid sequence, predict their binding affinity value. This is MHC class I binding data. (1) The peptide sequence is RTMGWTEYQ. The MHC is HLA-A02:03 with pseudo-sequence HLA-A02:03. The binding affinity (normalized) is 0.0847. (2) The peptide sequence is MIFISSFLL. The MHC is HLA-A02:06 with pseudo-sequence HLA-A02:06. The binding affinity (normalized) is 0.829. (3) The peptide sequence is RMPTDMLKL. The MHC is HLA-A02:06 with pseudo-sequence HLA-A02:06. The binding affinity (normalized) is 0.398.